The task is: Regression. Given a peptide amino acid sequence and an MHC pseudo amino acid sequence, predict their binding affinity value. This is MHC class I binding data.. This data is from Peptide-MHC class I binding affinity with 185,985 pairs from IEDB/IMGT. (1) The binding affinity (normalized) is 0.0847. The peptide sequence is EKLKSLFNTI. The MHC is HLA-A02:01 with pseudo-sequence HLA-A02:01. (2) The peptide sequence is AYIAFPTSCHMFI. The MHC is HLA-A23:01 with pseudo-sequence HLA-A23:01. The binding affinity (normalized) is 0.105. (3) The peptide sequence is APGKSLGTL. The MHC is HLA-A24:03 with pseudo-sequence HLA-A24:03. The binding affinity (normalized) is 0.213. (4) The peptide sequence is RVRPKKEVL. The MHC is BoLA-HD6 with pseudo-sequence BoLA-HD6. The binding affinity (normalized) is 1.00.